From a dataset of NCI-60 drug combinations with 297,098 pairs across 59 cell lines. Regression. Given two drug SMILES strings and cell line genomic features, predict the synergy score measuring deviation from expected non-interaction effect. (1) Cell line: CCRF-CEM. Synergy scores: CSS=14.1, Synergy_ZIP=-7.67, Synergy_Bliss=-1.65, Synergy_Loewe=-4.81, Synergy_HSA=-4.55. Drug 1: CNC(=O)C1=NC=CC(=C1)OC2=CC=C(C=C2)NC(=O)NC3=CC(=C(C=C3)Cl)C(F)(F)F. Drug 2: C(CC(=O)O)C(=O)CN.Cl. (2) Drug 1: C1CCN(CC1)CCOC2=CC=C(C=C2)C(=O)C3=C(SC4=C3C=CC(=C4)O)C5=CC=C(C=C5)O. Drug 2: CC1=C(C=C(C=C1)C(=O)NC2=CC(=CC(=C2)C(F)(F)F)N3C=C(N=C3)C)NC4=NC=CC(=N4)C5=CN=CC=C5. Cell line: U251. Synergy scores: CSS=-0.00400, Synergy_ZIP=1.11, Synergy_Bliss=0.458, Synergy_Loewe=-2.64, Synergy_HSA=-1.91.